This data is from Full USPTO retrosynthesis dataset with 1.9M reactions from patents (1976-2016). The task is: Predict the reactants needed to synthesize the given product. (1) The reactants are: [Br:1][C:2]1[C:3](Cl)=[N:4][CH:5]=[C:6]([CH:21]=1)[C:7]([NH:9][C:10]1[CH:11]=[N:12][C:13]([S:16][C:17]([F:20])([F:19])[F:18])=[CH:14][CH:15]=1)=[O:8].[NH:23]1[CH2:27][CH2:26][C@@H:25]([OH:28])[CH2:24]1. Given the product [Br:1][C:2]1[C:3]([N:23]2[CH2:27][CH2:26][C@@H:25]([OH:28])[CH2:24]2)=[N:4][CH:5]=[C:6]([CH:21]=1)[C:7]([NH:9][C:10]1[CH:11]=[N:12][C:13]([S:16][C:17]([F:20])([F:19])[F:18])=[CH:14][CH:15]=1)=[O:8], predict the reactants needed to synthesize it. (2) The reactants are: [C:1]([O:5][C:6]([N:8]1[CH2:13][CH2:12][C:11](=O)[CH:10]([F:15])[CH2:9]1)=[O:7])([CH3:4])([CH3:3])[CH3:2].[Na].[C:17]([O-:20])([O-])=O.[Na+].[Na+]. Given the product [NH3:8].[C:1]([O:5][C:6]([N:8]1[CH2:13][CH2:12][CH:11]([N:8]2[CH2:6][CH2:17][O:20][CH2:10][CH2:9]2)[CH:10]([F:15])[CH2:9]1)=[O:7])([CH3:4])([CH3:3])[CH3:2], predict the reactants needed to synthesize it. (3) Given the product [CH3:15][O:14][C:10](=[O:13])[CH2:11][CH2:12][C:3]([C:4]([O:6][CH3:7])=[O:5])([C:2](=[O:1])[CH2:8][CH3:9])[CH2:2][CH2:3][C:4]([O:6][CH3:7])=[O:5], predict the reactants needed to synthesize it. The reactants are: [O:1]=[C:2]([CH2:8][CH3:9])[CH2:3][C:4]([O:6][CH3:7])=[O:5].[C:10]([O:14][CH3:15])(=[O:13])[CH:11]=[CH2:12]. (4) Given the product [C:1]1([C:7]2[N:11]=[CH:10][N:9]([C:20]([C:21]3[CH:26]=[CH:25][CH:24]=[CH:23][CH:22]=3)([C:33]3[CH:34]=[CH:35][CH:36]=[CH:37][CH:38]=3)[C:27]3[CH:28]=[CH:29][CH:30]=[CH:31][CH:32]=3)[CH:8]=2)[CH:2]=[CH:3][CH:4]=[CH:5][CH:6]=1, predict the reactants needed to synthesize it. The reactants are: [C:1]1([C:7]2[NH:11][CH:10]=[N:9][CH:8]=2)[CH:6]=[CH:5][CH:4]=[CH:3][CH:2]=1.CCN(CC)CC.Cl[C:20]([C:33]1[CH:38]=[CH:37][CH:36]=[CH:35][CH:34]=1)([C:27]1[CH:32]=[CH:31][CH:30]=[CH:29][CH:28]=1)[C:21]1[CH:26]=[CH:25][CH:24]=[CH:23][CH:22]=1.